From a dataset of Full USPTO retrosynthesis dataset with 1.9M reactions from patents (1976-2016). Predict the reactants needed to synthesize the given product. Given the product [CH3:1][O:2][C:3]1[CH:8]=[CH:7][C:6]([S:9]([NH:24][C@H:23]([C:22]([O:21][CH3:20])=[O:31])[CH2:25][C:26]2[N:30]=[CH:29][NH:28][CH:27]=2)(=[O:11])=[O:10])=[CH:5][CH:4]=1, predict the reactants needed to synthesize it. The reactants are: [CH3:1][O:2][C:3]1[CH:8]=[CH:7][C:6]([S:9](Cl)(=[O:11])=[O:10])=[CH:5][CH:4]=1.C(N(CC)CC)C.[CH3:20][O:21][C:22](=[O:31])[C@H:23]([CH2:25][C:26]1[N:30]=[CH:29][NH:28][CH:27]=1)[NH2:24].C(=O)(O)[O-].[Na+].